From a dataset of Reaction yield outcomes from USPTO patents with 853,638 reactions. Predict the reaction yield, written as a fraction of the theoretical maximum amount of product (1.0 means a 100% yield; for example, 0.34 means a 34% yield). The reactants are [NH2:1][CH2:2][CH:3]([NH2:5])[CH3:4].[CH:6](=O)[C:7]1[O:11][CH:10]=[CH:9][CH:8]=1.[BH4-].[Na+]. No catalyst specified. The product is [O:11]1[CH:10]=[CH:9][CH:8]=[C:7]1[CH2:6][NH:1][CH2:2][CH:3]([NH:5][CH2:6][C:7]1[O:11][CH:10]=[CH:9][CH:8]=1)[CH3:4]. The yield is 0.240.